Dataset: Catalyst prediction with 721,799 reactions and 888 catalyst types from USPTO. Task: Predict which catalyst facilitates the given reaction. (1) Reactant: [H-].[Na+].[NH:3]1[CH2:8][CH2:7][S:6][CH2:5][C:4]1=[O:9].F[C:11]1[CH:21]=[CH:20][C:14]([C:15]([O:17][CH2:18][CH3:19])=[O:16])=[CH:13][C:12]=1[N+:22]([O-:24])=[O:23]. Product: [N+:22]([C:12]1[CH:13]=[C:14]([CH:20]=[CH:21][C:11]=1[N:3]1[CH2:8][CH2:7][S:6][CH2:5][C:4]1=[O:9])[C:15]([O:17][CH2:18][CH3:19])=[O:16])([O-:24])=[O:23]. The catalyst class is: 7. (2) Reactant: Cl[C:2]1[N:7]=[C:6]([CH3:8])[N:5]=[C:4]([NH:9][C:10]2[S:11][C:12]([S:15][C:16]3[CH:21]=[CH:20][N:19]=[C:18]([C:22]([OH:24])=[O:23])[CH:17]=3)=[CH:13][N:14]=2)[CH:3]=1.[N:25]1([CH2:31][CH2:32][OH:33])[CH2:30][CH2:29][NH:28][CH2:27][CH2:26]1.CCN(C(C)C)C(C)C. Product: [OH:33][CH2:32][CH2:31][N:25]1[CH2:30][CH2:29][N:28]([C:2]2[N:7]=[C:6]([CH3:8])[N:5]=[C:4]([NH:9][C:10]3[S:11][C:12]([S:15][C:16]4[CH:21]=[CH:20][N:19]=[C:18]([C:22]([OH:24])=[O:23])[CH:17]=4)=[CH:13][N:14]=3)[CH:3]=2)[CH2:27][CH2:26]1. The catalyst class is: 114. (3) Reactant: [C:1]1([CH3:13])[CH:6]=[C:5]([CH3:7])[CH:4]=[C:3]([CH3:8])[C:2]=1[S:9](Cl)(=[O:11])=[O:10].[CH2:14]([C:19]1[CH:24]=[CH:23][CH:22]=[CH:21][CH:20]=1)[CH2:15][CH2:16][CH2:17][CH3:18].[Al+3].[Cl-].[Cl-].[Cl-].Cl. Product: [CH3:13][C:1]1[CH:6]=[C:5]([CH3:7])[CH:4]=[C:3]([CH3:8])[C:2]=1[S:9]([C:22]1[CH:21]=[CH:20][C:19]([CH2:14][CH2:15][CH2:16][CH2:17][CH3:18])=[CH:24][CH:23]=1)(=[O:11])=[O:10]. The catalyst class is: 2. (4) Product: [CH3:17][S:16][C:8]1[C:6]2[N:7]=[C:2]([C:27]3[CH:28]=[N:24][NH:25][CH:26]=3)[N:3]=[C:4]([N:18]3[CH2:23][CH2:22][O:21][CH2:20][CH2:19]3)[C:5]=2[N:11]=[C:10]([C:12]([O:14][CH3:15])=[O:13])[CH:9]=1. The catalyst class is: 77. Reactant: Cl[C:2]1[N:3]=[C:4]([N:18]2[CH2:23][CH2:22][O:21][CH2:20][CH2:19]2)[C:5]2[N:11]=[C:10]([C:12]([O:14][CH3:15])=[O:13])[CH:9]=[C:8]([S:16][CH3:17])[C:6]=2[N:7]=1.[NH:24]1[CH:28]=[C:27](B(O)O)[CH:26]=[N:25]1.C(=O)([O-])[O-].[Cs+].[Cs+]. (5) Reactant: [OH-].[Na+].[CH3:3][C:4]1[C:12]2[O:11]C(=O)[S:9][C:8]=2[CH:7]=[CH:6][CH:5]=1. Product: [SH:9][C:8]1[CH:7]=[CH:6][CH:5]=[C:4]([CH3:3])[C:12]=1[OH:11]. The catalyst class is: 8. (6) Reactant: [Br:1][CH2:2][CH2:3][CH2:4][CH2:5]Br.[OH-].[Na+].[Br-].C([NH3+])(C)(C)C.[CH3:15][CH:16]([OH:20])[CH:17]([CH3:19])[CH3:18]. Product: [Br:1][CH2:2][CH2:3][CH2:4][CH2:5][O:20][CH:16]([CH3:15])[CH:17]([CH3:19])[CH3:18]. The catalyst class is: 81.